This data is from Forward reaction prediction with 1.9M reactions from USPTO patents (1976-2016). The task is: Predict the product of the given reaction. The product is: [C:1]([O:5][C:6](=[O:14])[NH:7][CH:8]1[CH2:13][CH2:12][N:11]([CH:16]([CH3:18])[CH3:15])[CH2:10][CH2:9]1)([CH3:4])([CH3:2])[CH3:3]. Given the reactants [C:1]([O:5][C:6](=[O:14])[NH:7][CH:8]1[CH2:13][CH2:12][NH:11][CH2:10][CH2:9]1)([CH3:4])([CH3:3])[CH3:2].[CH3:15][C:16]([CH3:18])=O.C(O)(=O)C.[BH3-]C#N.[Na+], predict the reaction product.